This data is from Catalyst prediction with 721,799 reactions and 888 catalyst types from USPTO. The task is: Predict which catalyst facilitates the given reaction. Reactant: [Br:1][C:2]1[C:3]2[N:11]([CH2:12][CH3:13])[C:10]([C:14]([C:17]#[N:18])=[N:15][OH:16])=[N:9][C:4]=2[C:5]([Cl:8])=[N:6][CH:7]=1.C([N:21](CC)CC)C.NO. Product: [Br:1][C:2]1[C:3]2[N:11]([CH2:12][CH3:13])[C:10]([C:14]3[C:17]([NH2:21])=[N:18][O:16][N:15]=3)=[N:9][C:4]=2[C:5]([Cl:8])=[N:6][CH:7]=1. The catalyst class is: 169.